This data is from Catalyst prediction with 721,799 reactions and 888 catalyst types from USPTO. The task is: Predict which catalyst facilitates the given reaction. Reactant: [Cl:1][C:2]1[CH:3]=[C:4]([CH:13]=[CH:14][C:15]=1[Cl:16])[CH:5]=[N:6][CH2:7][CH:8](OC)OC.ClC1C(Cl)=CC=C2C=1C=CN=C2. Product: [Cl:16][C:15]1[CH:14]=[C:13]2[C:4](=[CH:3][C:2]=1[Cl:1])[CH:5]=[N:6][CH:7]=[CH:8]2. The catalyst class is: 65.